From a dataset of Forward reaction prediction with 1.9M reactions from USPTO patents (1976-2016). Predict the product of the given reaction. (1) Given the reactants Cl[C:2]1[CH:11]=[CH:10][CH:9]=[C:8]2[C:3]=1[CH:4]=[CH:5][C:6]([C:12]1[CH:17]=[C:16]([CH3:18])[CH:15]=[C:14]([CH3:19])[CH:13]=1)=[N:7]2.[Br-].[CH:21]1([Zn+])[CH2:25][CH2:24][CH2:23][CH2:22]1, predict the reaction product. The product is: [CH:21]1([C:2]2[CH:11]=[CH:10][CH:9]=[C:8]3[C:3]=2[CH:4]=[CH:5][C:6]([C:12]2[CH:17]=[C:16]([CH3:18])[CH:15]=[C:14]([CH3:19])[CH:13]=2)=[N:7]3)[CH2:25][CH2:24][CH2:23][CH2:22]1. (2) Given the reactants [CH2:1]([N:3]([S:9]([C:12]1[CH:17]=[CH:16][C:15]([F:18])=[CH:14][CH:13]=1)(=[O:11])=[O:10])[C:4](=[CH2:8])[C:5]([OH:7])=O)[CH3:2].CCOC(OC(OCC)=O)=O.[CH:30]([O:33][C:34]1[CH:39]=[C:38]([CH2:40][NH2:41])[CH:37]=[C:36]([C:42]2[CH:47]=[CH:46][C:45]([C:48]([F:51])([F:50])[F:49])=[CH:44][CH:43]=2)[N:35]=1)([CH3:32])[CH3:31], predict the reaction product. The product is: [CH2:1]([N:3]([S:9]([C:12]1[CH:17]=[CH:16][C:15]([F:18])=[CH:14][CH:13]=1)(=[O:11])=[O:10])[C:4](=[CH2:8])[C:5]([NH:41][CH2:40][C:38]1[CH:37]=[C:36]([C:42]2[CH:43]=[CH:44][C:45]([C:48]([F:49])([F:50])[F:51])=[CH:46][CH:47]=2)[N:35]=[C:34]([O:33][CH:30]([CH3:32])[CH3:31])[CH:39]=1)=[O:7])[CH3:2]. (3) Given the reactants Cl[C:2]1[C:7]([Cl:8])=[CH:6][N:5]=[C:4]([C:9]2[N:13]3[CH:14]=[C:15]([F:18])[CH:16]=[CH:17][C:12]3=[N:11][CH:10]=2)[N:3]=1.[NH2:19][C@@H:20]1[CH2:25][CH2:24][CH2:23][N:22]([C:26]([O:28][C:29]([CH3:32])([CH3:31])[CH3:30])=[O:27])[CH2:21]1, predict the reaction product. The product is: [Cl:8][C:7]1[C:2]([NH:19][C@@H:20]2[CH2:25][CH2:24][CH2:23][N:22]([C:26]([O:28][C:29]([CH3:32])([CH3:31])[CH3:30])=[O:27])[CH2:21]2)=[N:3][C:4]([C:9]2[N:13]3[CH:14]=[C:15]([F:18])[CH:16]=[CH:17][C:12]3=[N:11][CH:10]=2)=[N:5][CH:6]=1.